The task is: Predict the reactants needed to synthesize the given product.. This data is from Full USPTO retrosynthesis dataset with 1.9M reactions from patents (1976-2016). (1) Given the product [CH3:21][O:25][C:18]1[CH:19]=[CH:20][C:15]([N:14]([CH3:13])[C:2]2[C:3]3[CH:11]=[C:10]([CH3:12])[O:9][C:4]=3[N:5]=[C:6]([CH3:8])[N:7]=2)=[CH:16][CH:17]=1, predict the reactants needed to synthesize it. The reactants are: Cl[C:2]1[C:3]2[CH:11]=[C:10]([CH3:12])[O:9][C:4]=2[N:5]=[C:6]([CH3:8])[N:7]=1.[CH3:13][NH:14][C:15]1[CH:20]=[CH:19][CH:18]=[CH:17][CH:16]=1.[CH2:21]([OH:25])CCC.CO. (2) Given the product [Cl:1][C:2]1[CH:7]=[CH:6][N:5]=[C:4]([NH:8][C:9](=[O:15])[O:10][C:11]([CH3:12])([CH3:14])[CH3:13])[C:3]=1[I:29], predict the reactants needed to synthesize it. The reactants are: [Cl:1][C:2]1[CH:7]=[CH:6][N:5]=[C:4]([NH:8][C:9](=[O:15])[O:10][C:11]([CH3:14])([CH3:13])[CH3:12])[CH:3]=1.CN(CCN(C)C)C.[Li]CCCC.[I:29]I.[NH4+].[Cl-]. (3) Given the product [CH3:8][O:10][CH2:11][CH2:12][O:37][N:38]1[C:42](=[O:43])[C:41]2[C:40](=[CH:47][CH:46]=[CH:45][CH:44]=2)[C:39]1=[O:48], predict the reactants needed to synthesize it. The reactants are: [CH3:12][CH2:11][O:10][C:8](/N=N/[C:8]([O:10][CH2:11][CH3:12])=O)=O.COCCO.C1C=CC(P(C2C=CC=CC=2)C2C=CC=CC=2)=CC=1.[OH:37][N:38]1[C:42](=[O:43])[C:41]2=[CH:44][CH:45]=[CH:46][CH:47]=[C:40]2[C:39]1=[O:48]. (4) Given the product [OH:14][NH:13][C:8](=[NH:9])[C:7]1[CH:6]=[CH:5][C:4]([N+:1]([O-:3])=[O:2])=[CH:11][CH:10]=1, predict the reactants needed to synthesize it. The reactants are: [N+:1]([C:4]1[CH:11]=[CH:10][C:7]([C:8]#[N:9])=[CH:6][CH:5]=1)([O-:3])=[O:2].Cl.[NH2:13][OH:14].C(=O)([O-])[O-].[Na+].[Na+].C(OCC)(=O)C. (5) Given the product [C:4]([O:6][CH:7]([CH3:9])[CH3:8])(=[O:5])/[CH:3]=[CH:2]/[C:1]([O:11][CH:12]([CH3:14])[CH3:13])=[O:10].[C:15]([O:25][CH2:26][CH3:27])(=[O:24])[CH:16]=[CH:17][C:18]1[CH:19]=[CH:20][CH:21]=[CH:22][CH:23]=1, predict the reactants needed to synthesize it. The reactants are: [C:1]([O:11][CH:12]([CH3:14])[CH3:13])(=[O:10])/[CH:2]=[CH:3]/[C:4]([O:6][CH:7]([CH3:9])[CH3:8])=[O:5].[C:15]([O:25][CH2:26][CH3:27])(=[O:24])[CH:16]=[CH:17][C:18]1[CH:23]=[CH:22][CH:21]=[CH:20][CH:19]=1.C(OCCOCCOC=C)(=O)C=C.C(OOOC(C)(C)C)(=O)C(C)(C)C. (6) Given the product [CH3:15][N:5]([CH3:4])[CH2:6][CH2:7][CH:8]([C:10]1[S:11][CH:12]=[CH:13][CH:14]=1)[OH:9], predict the reactants needed to synthesize it. The reactants are: [BH4-].[Na+].Cl.[CH3:4][N:5]([CH3:15])[CH2:6][CH2:7][C:8]([C:10]1[S:11][CH:12]=[CH:13][CH:14]=1)=[O:9].Cl.